Dataset: Reaction yield outcomes from USPTO patents with 853,638 reactions. Task: Predict the reaction yield, written as a fraction of the theoretical maximum amount of product (1.0 means a 100% yield; for example, 0.34 means a 34% yield). (1) The catalyst is CO. The yield is 0.960. The reactants are [Si:1]([O:8][C@H:9]([CH2:19][CH2:20][CH:21]=[O:22])[CH2:10][CH:11]([CH3:18])[C:12]([N:14]([O:16][CH3:17])[CH3:15])=[O:13])([C:4]([CH3:7])([CH3:6])[CH3:5])([CH3:3])[CH3:2].[BH4-].[Na+]. The product is [Si:1]([O:8][C@H:9]([CH2:19][CH2:20][CH2:21][OH:22])[CH2:10][CH:11]([CH3:18])[C:12]([N:14]([O:16][CH3:17])[CH3:15])=[O:13])([C:4]([CH3:7])([CH3:6])[CH3:5])([CH3:3])[CH3:2]. (2) The reactants are [CH:1]1([NH:9][C:10]2[O:11][CH2:12][C:13]3[CH:19]=[C:18]([NH2:20])[CH:17]=[CH:16][C:14]=3[N:15]=2)[CH2:8][CH2:7][CH2:6][CH2:5][CH2:4][CH2:3][CH2:2]1.[CH:21]1([C:24](O)=[O:25])[CH2:23][CH2:22]1. No catalyst specified. The product is [CH:1]1([NH:9][C:10]2[O:11][CH2:12][C:13]3[CH:19]=[C:18]([NH:20][C:24]([CH:21]4[CH2:23][CH2:22]4)=[O:25])[CH:17]=[CH:16][C:14]=3[N:15]=2)[CH2:2][CH2:3][CH2:4][CH2:5][CH2:6][CH2:7][CH2:8]1. The yield is 0.990. (3) The reactants are [C:1]1([CH2:7][CH:8]([NH:10][CH2:11][C:12]2[CH:17]=[CH:16][CH:15]=[CH:14][CH:13]=2)[CH3:9])[CH:6]=[CH:5][CH:4]=[CH:3][CH:2]=1.C(O)(=O)[C@H](C1C=CC=CC=1)O. No catalyst specified. The product is [C:1]1([CH2:7][C@H:8]([NH:10][CH2:11][C:12]2[CH:13]=[CH:14][CH:15]=[CH:16][CH:17]=2)[CH3:9])[CH:2]=[CH:3][CH:4]=[CH:5][CH:6]=1. The yield is 0.570. (4) The reactants are Cl.[CH3:2][N:3]1[C:11]([CH3:12])=[C:6]2[CH2:7][NH:8][CH2:9][CH2:10][C:5]2=[N:4]1.C([O-])([O-])=O.[K+].[K+].Br[CH2:20][CH2:21][CH2:22][Cl:23]. The catalyst is CC(C)=O. The product is [Cl:23][CH2:22][CH2:21][CH2:20][N:8]1[CH2:9][CH2:10][C:5]2=[N:4][N:3]([CH3:2])[C:11]([CH3:12])=[C:6]2[CH2:7]1. The yield is 0.442.